This data is from Catalyst prediction with 721,799 reactions and 888 catalyst types from USPTO. The task is: Predict which catalyst facilitates the given reaction. (1) Reactant: [NH:1]1[C:9]2[C:4](=[CH:5][CH:6]=[CH:7][CH:8]=2)[C:3](=[O:10])[C:2]1=[O:11].[H-].[Na+].[CH2:14](Cl)[C:15]1[CH:20]=[CH:19][CH:18]=[CH:17][CH:16]=1. Product: [CH2:14]([N:1]1[C:9]2[C:4](=[CH:5][CH:6]=[CH:7][CH:8]=2)[C:3](=[O:10])[C:2]1=[O:11])[C:15]1[CH:20]=[CH:19][CH:18]=[CH:17][CH:16]=1. The catalyst class is: 9. (2) Reactant: [CH:1]1([S:11][C:12]2[CH:13]=[C:14]([CH:16]=[CH:17][CH:18]=2)[NH2:15])[C:10]2[C:5](=[CH:6][CH:7]=[CH:8][CH:9]=2)[CH2:4][CH2:3][CH2:2]1.[N:19]([C:22]1[CH:31]=[CH:30][CH:29]=[CH:28][C:23]=1[C:24](OC)=[O:25])=[C:20]=[O:21]. Product: [CH:1]1([S:11][C:12]2[CH:13]=[C:14]([N:15]3[C:24](=[O:25])[C:23]4[C:22](=[CH:31][CH:30]=[CH:29][CH:28]=4)[NH:19][C:20]3=[O:21])[CH:16]=[CH:17][CH:18]=2)[C:10]2[C:5](=[CH:6][CH:7]=[CH:8][CH:9]=2)[CH2:4][CH2:3][CH2:2]1. The catalyst class is: 17. (3) Reactant: [H-].[Na+].[C:3]([C:5]1[CH:6]=[C:7]([OH:11])[CH:8]=[CH:9][CH:10]=1)#[N:4].F[C:13]1[CH:18]=[CH:17][CH:16]=[C:15](F)[N:14]=1. Product: [N:14]1[C:15]([O:11][C:7]2[CH:6]=[C:5]([CH:10]=[CH:9][CH:8]=2)[C:3]#[N:4])=[CH:16][CH:17]=[CH:18][C:13]=1[O:11][C:7]1[CH:6]=[C:5]([CH:10]=[CH:9][CH:8]=1)[C:3]#[N:4]. The catalyst class is: 9. (4) Reactant: [O:1]1[C:5]([C:6]2[CH:7]=[C:8]([CH:10]=[C:11]([C:13]([F:16])([F:15])[F:14])[CH:12]=2)[NH2:9])=[CH:4][N:3]=[CH:2]1.[CH:17]1([C:20](Cl)=[O:21])[CH2:19][CH2:18]1.C(N(CC)CC)C.O. Product: [O:1]1[C:5]([C:6]2[CH:7]=[C:8]([NH:9][C:20]([CH:17]3[CH2:19][CH2:18]3)=[O:21])[CH:10]=[C:11]([C:13]([F:14])([F:15])[F:16])[CH:12]=2)=[CH:4][N:3]=[CH:2]1. The catalyst class is: 1.